Task: Predict which catalyst facilitates the given reaction.. Dataset: Catalyst prediction with 721,799 reactions and 888 catalyst types from USPTO (1) Reactant: NCCC[N:5]1[C:13]2[C:8](=[CH:9][C:10]([Br:14])=[CH:11][CH:12]=2)[C:7]2([O:19][CH2:18][CH2:17][CH2:16][O:15]2)[C:6]1=[O:20].N. Product: [Br:14][C:10]1[CH:9]=[C:8]2[C:13](=[CH:12][CH:11]=1)[NH:5][C:6](=[O:20])[C:7]12[O:19][CH2:18][CH2:17][CH2:16][O:15]1. The catalyst class is: 14. (2) Reactant: Cl.[NH:2]1[CH2:7][CH2:6][CH2:5][C@H:4]([C:8]([OH:10])=[O:9])[CH2:3]1.C(N(CC)CC)C.[F:18][C:19]1[CH:27]=[CH:26][C:22]([C:23](Cl)=[O:24])=[CH:21][CH:20]=1.Cl. Product: [F:18][C:19]1[CH:27]=[CH:26][C:22]([C:23]([N:2]2[CH2:7][CH2:6][CH2:5][C@H:4]([C:8]([OH:10])=[O:9])[CH2:3]2)=[O:24])=[CH:21][CH:20]=1. The catalyst class is: 4. (3) The catalyst class is: 30. Product: [Cl:1][C:2]1[CH:8]=[C:7]([O:9][C:10]2[C:11]3[N:18]([CH3:19])[CH:17]=[CH:16][C:12]=3[N:13]=[CH:14][N:15]=2)[CH:6]=[CH:5][C:3]=1[NH:4][C:36]([NH:35][C:31]1[CH:32]=[CH:33][CH:34]=[C:29]([C:28]([F:27])([F:38])[F:39])[CH:30]=1)=[O:37]. Reactant: [Cl:1][C:2]1[CH:8]=[C:7]([O:9][C:10]2[C:11]3[N:18]([CH3:19])[CH:17]=[CH:16][C:12]=3[N:13]=[CH:14][N:15]=2)[CH:6]=[CH:5][C:3]=1[NH2:4].C(N(CC)CC)C.[F:27][C:28]([F:39])([F:38])[C:29]1[CH:30]=[C:31]([N:35]=[C:36]=[O:37])[CH:32]=[CH:33][CH:34]=1. (4) Reactant: [CH3:1][N:2]([CH3:6])[CH2:3][CH2:4][NH2:5].[CH3:7][C@@H:8]([C@@H:15]1[C@@:19]2([CH3:37])[CH2:20][CH2:21][CH:22]3[C@@:27]4([CH3:36])[CH2:28][CH2:29][CH:30]([O:32][C:33]([Cl:35])=[O:34])[CH2:31][C:26]4=[CH:25][CH2:24][CH:23]3[CH:18]2[CH2:17][CH2:16]1)[CH2:9][CH2:10][CH2:11][CH:12]([CH3:14])[CH3:13]. Product: [CH3:14][CH:12]([CH2:11][CH2:10][CH2:9][CH:8]([CH:15]1[C:19]2([CH3:37])[CH2:20][CH2:21][CH:22]3[C:27]4([CH3:36])[CH2:28][CH2:29][CH:30]([O:32][C:33]([NH:5][CH2:4][CH2:3][N:2]([CH3:6])[CH3:1])=[O:34])[CH2:31][C:26]4=[CH:25][CH2:24][CH:23]3[CH:18]2[CH2:17][CH2:16]1)[CH3:7])[CH3:13].[ClH:35]. The catalyst class is: 4. (5) The catalyst class is: 240. Reactant: [C:1]([O:5][C:6](=[O:40])[NH:7][C:8]1([C:12]2[CH:17]=[CH:16][C:15]([C:18]3[C:27]([C:28]4[CH:33]=[CH:32][CH:31]=[CH:30][CH:29]=4)=[CH:26][C:25]4[C:24](=[O:34])[C:23](=[C:35](SC)SC)[CH2:22][CH2:21][C:20]=4[N:19]=3)=[CH:14][CH:13]=2)[CH2:11][CH2:10][CH2:9]1)([CH3:4])([CH3:3])[CH3:2].[OH-:41].[Na+].[O:43]1[CH2:47]CCC1. Product: [C:1]([O:5][C:6]([NH:7][C:8]1([C:12]2[CH:17]=[CH:16][C:15]([C:18]3[C:27]([C:28]4[CH:33]=[CH:32][CH:31]=[CH:30][CH:29]=4)=[CH:26][C:25]4[C:24](=[O:34])[CH:23]([C:35]([O:43][CH3:47])=[O:41])[CH2:22][CH2:21][C:20]=4[N:19]=3)=[CH:14][CH:13]=2)[CH2:11][CH2:10][CH2:9]1)=[O:40])([CH3:4])([CH3:3])[CH3:2]. (6) Reactant: [C:1]([O:5][C:6]([N:8]1[CH2:13][CH2:12][CH:11]([NH:14][C:15]2[CH:16]=[C:17]([CH:25]=[C:26]([C:28]([F:31])([F:30])[F:29])[N:27]=2)[C:18]([O:20]C(C)(C)C)=[O:19])[CH2:10][CH2:9]1)=[O:7])([CH3:4])([CH3:3])[CH3:2].[OH-].[K+].Cl. Product: [C:1]([O:5][C:6]([N:8]1[CH2:13][CH2:12][CH:11]([NH:14][C:15]2[CH:16]=[C:17]([CH:25]=[C:26]([C:28]([F:30])([F:31])[F:29])[N:27]=2)[C:18]([OH:20])=[O:19])[CH2:10][CH2:9]1)=[O:7])([CH3:4])([CH3:2])[CH3:3]. The catalyst class is: 334. (7) Reactant: C(OC(=O)[NH:7][C:8]1[CH:13]=[C:12]([N:14]([CH3:18])[CH2:15][CH2:16][CH3:17])[C:11]([C:19]([F:22])([F:21])[F:20])=[CH:10][C:9]=1[NH:23][C:24](=[O:48])[CH2:25][C:26](=O)[C:27]1[CH:32]=[CH:31][CH:30]=[C:29]([C:33]2[CH:38]=[CH:37][N:36]=[C:35]([CH2:39][O:40]C3CCCCO3)[CH:34]=2)[CH:28]=1)(C)(C)C.C(O)(C(F)(F)F)=O. The catalyst class is: 2. Product: [OH:40][CH2:39][C:35]1[CH:34]=[C:33]([C:29]2[CH:28]=[C:27]([C:26]3[CH2:25][C:24](=[O:48])[NH:23][C:9]4[CH:10]=[C:11]([C:19]([F:21])([F:20])[F:22])[C:12]([N:14]([CH3:18])[CH2:15][CH2:16][CH3:17])=[CH:13][C:8]=4[N:7]=3)[CH:32]=[CH:31][CH:30]=2)[CH:38]=[CH:37][N:36]=1. (8) Reactant: CC(OI1(OC(C)=O)(OC(C)=O)OC(=O)C2C=CC=CC1=2)=O.[Cl:23][C:24]1[CH:29]=[CH:28][C:27]([CH:30]([C:33]2[CH:38]=[CH:37][C:36]([Cl:39])=[CH:35][CH:34]=2)[CH2:31][OH:32])=[CH:26][CH:25]=1.[OH-].[Na+]. Product: [Cl:23][C:24]1[CH:29]=[CH:28][C:27]([CH:30]([C:33]2[CH:34]=[CH:35][C:36]([Cl:39])=[CH:37][CH:38]=2)[CH:31]=[O:32])=[CH:26][CH:25]=1. The catalyst class is: 4.